Dataset: Forward reaction prediction with 1.9M reactions from USPTO patents (1976-2016). Task: Predict the product of the given reaction. (1) Given the reactants Br[C:2]1[CH:7]=[CH:6][C:5]([C:8]2[CH:13]=[CH:12][C:11]([CH2:14][CH2:15][C:16]3([CH2:22][O:23][P:24]([C:30]([CH3:33])([CH3:32])[CH3:31])([C:26]([CH3:29])([CH3:28])[CH3:27])=[O:25])[CH2:20][O:19][C:18]([CH3:21])=[N:17]3)=[CH:10][CH:9]=2)=[C:4]([F:34])[CH:3]=1.[CH3:35][C:36]1[CH:41]=[CH:40][C:39]([SH:42])=[CH:38][CH:37]=1.C(N(C(C)C)CC)(C)C.C1(P(C2C=CC=CC=2)C2C3OC4C(=CC=CC=4P(C4C=CC=CC=4)C4C=CC=CC=4)C(C)(C)C=3C=CC=2)C=CC=CC=1, predict the reaction product. The product is: [F:34][C:4]1[CH:3]=[C:2]([S:42][C:39]2[CH:40]=[CH:41][C:36]([CH3:35])=[CH:37][CH:38]=2)[CH:7]=[CH:6][C:5]=1[C:8]1[CH:13]=[CH:12][C:11]([CH2:14][CH2:15][C:16]2([CH2:22][O:23][P:24]([C:30]([CH3:33])([CH3:32])[CH3:31])([C:26]([CH3:29])([CH3:28])[CH3:27])=[O:25])[CH2:20][O:19][C:18]([CH3:21])=[N:17]2)=[CH:10][CH:9]=1. (2) Given the reactants [C:1]([C:3]1[S:4][C:5]2[C:11]([C:12]#[N:13])=[C:10](/[N:14]=[CH:15]/[N:16](C)C)[CH:9]=[CH:8][C:6]=2[N:7]=1)#[N:2].[N:19]1([C:24]2[CH:30]=[CH:29][C:27](N)=[CH:26][CH:25]=2)[CH2:23][CH2:22][CH2:21][CH2:20]1.[K+].[Br-], predict the reaction product. The product is: [N:19]1([C:24]2[CH:30]=[CH:29][C:27]([NH:13][C:12]3[C:11]4[C:10](=[CH:9][CH:8]=[C:6]5[N:7]=[C:3]([C:1]#[N:2])[S:4][C:5]5=4)[N:14]=[CH:15][N:16]=3)=[CH:26][CH:25]=2)[CH2:23][CH2:22][CH2:21][CH2:20]1. (3) The product is: [N+:8]([C:5]1[CH:6]=[CH:7][C:2]([O:11][CH2:12][CH2:13][N:14]2[CH2:19][CH2:18][O:17][CH2:16][CH2:15]2)=[CH:3][CH:4]=1)([O-:10])=[O:9]. Given the reactants Cl[C:2]1[CH:7]=[CH:6][C:5]([N+:8]([O-:10])=[O:9])=[CH:4][CH:3]=1.[OH:11][CH2:12][CH2:13][N:14]1[CH2:19][CH2:18][O:17][CH2:16][CH2:15]1.[H-].[Na+].O, predict the reaction product. (4) Given the reactants [N+:1]([C:4]1[CH:10]=[CH:9][C:7]([NH2:8])=[C:6]([NH:11][S:12]([C:15]2[CH:20]=[CH:19][CH:18]=[CH:17][CH:16]=2)(=[O:14])=[O:13])[CH:5]=1)([O-:3])=[O:2].[C:21]1([N:27]=[C:28]=[O:29])[CH:26]=[CH:25][CH:24]=[CH:23][CH:22]=1, predict the reaction product. The product is: [N+:1]([C:4]1[CH:10]=[CH:9][C:7]([NH:8][C:28]([NH:27][C:21]2[CH:26]=[CH:25][CH:24]=[CH:23][CH:22]=2)=[O:29])=[C:6]([NH:11][S:12]([C:15]2[CH:20]=[CH:19][CH:18]=[CH:17][CH:16]=2)(=[O:14])=[O:13])[CH:5]=1)([O-:3])=[O:2]. (5) The product is: [Cl:16][C:13]1[CH:14]=[CH:15][C:10](/[CH:9]=[CH:8]/[C:6]2[N:5]=[CH:4][NH:3][C:2](=[O:26])[CH:7]=2)=[CH:11][CH:12]=1. Given the reactants Cl[C:2]1[CH:7]=[C:6](/[CH:8]=[CH:9]/[C:10]2[CH:15]=[CH:14][C:13]([Cl:16])=[CH:12][CH:11]=2)[N:5]=[CH:4][N:3]=1.C1N2CCN(CC2)C1.C(=O)([O-])[O-:26].[K+].[K+].Cl, predict the reaction product. (6) Given the reactants [F:1][C:2]([F:42])([F:41])[C:3]1[CH:40]=[CH:39][C:6]([CH2:7][N:8]([CH2:16][C:17]2[CH:22]=[CH:21][C:20]([C:23]3[O:27][N:26]=[C:25]([CH2:28][CH2:29][CH2:30][CH2:31][CH2:32][CH2:33][CH2:34][CH2:35][CH2:36][CH2:37][CH3:38])[N:24]=3)=[CH:19][CH:18]=2)C(=O)OC(C)(C)C)=[CH:5][CH:4]=1.[ClH:43], predict the reaction product. The product is: [ClH:43].[F:42][C:2]([F:1])([F:41])[C:3]1[CH:4]=[CH:5][C:6]([CH2:7][NH:8][CH2:16][C:17]2[CH:18]=[CH:19][C:20]([C:23]3[O:27][N:26]=[C:25]([CH2:28][CH2:29][CH2:30][CH2:31][CH2:32][CH2:33][CH2:34][CH2:35][CH2:36][CH2:37][CH3:38])[N:24]=3)=[CH:21][CH:22]=2)=[CH:39][CH:40]=1.